From a dataset of Reaction yield outcomes from USPTO patents with 853,638 reactions. Predict the reaction yield, written as a fraction of the theoretical maximum amount of product (1.0 means a 100% yield; for example, 0.34 means a 34% yield). (1) The reactants are [CH2:1]([NH2:8])[C:2]1[CH:7]=[CH:6][CH:5]=[CH:4][CH:3]=1.C([O-])(O)=O.[Na+].[CH2:14]=[CH:15][C:16](=[O:20])/[CH:17]=[CH:18]/[CH3:19]. The catalyst is C(#N)C. The product is [CH2:1]([N:8]1[CH2:14][CH2:15][C:16](=[O:20])[CH2:17][CH:18]1[CH3:19])[C:2]1[CH:7]=[CH:6][CH:5]=[CH:4][CH:3]=1. The yield is 0.540. (2) The reactants are [H-].[Na+].C([O:5][C:6](=[O:33])[C:7]([CH3:32])([O:25][C:26]1[CH:31]=[CH:30][CH:29]=[CH:28][CH:27]=1)[CH2:8][C:9]1[CH:14]=[CH:13][C:12]([O:15][CH2:16][CH2:17][CH:18]2[CH2:22][NH:21][C:20](=[O:23])[N:19]2[CH3:24])=[CH:11][CH:10]=1)C.[F:34][C:35]([F:46])([F:45])[O:36][C:37]1[CH:44]=[CH:43][C:40]([CH2:41]Br)=[CH:39][CH:38]=1. The catalyst is CN(C=O)C. The product is [CH3:32][C:7]([O:25][C:26]1[CH:27]=[CH:28][CH:29]=[CH:30][CH:31]=1)([CH2:8][C:9]1[CH:10]=[CH:11][C:12]([O:15][CH2:16][CH2:17][CH:18]2[CH2:22][N:21]([CH2:41][C:40]3[CH:43]=[CH:44][C:37]([O:36][C:35]([F:34])([F:45])[F:46])=[CH:38][CH:39]=3)[C:20](=[O:23])[N:19]2[CH3:24])=[CH:13][CH:14]=1)[C:6]([OH:5])=[O:33]. The yield is 0.310.